Dataset: Peptide-MHC class II binding affinity with 134,281 pairs from IEDB. Task: Regression. Given a peptide amino acid sequence and an MHC pseudo amino acid sequence, predict their binding affinity value. This is MHC class II binding data. (1) The peptide sequence is KVEFTGDLVVKALGA. The MHC is DRB1_0301 with pseudo-sequence DRB1_0301. The binding affinity (normalized) is 0.997. (2) The peptide sequence is GELQIVDKIDAAMKI. The MHC is DRB3_0101 with pseudo-sequence DRB3_0101. The binding affinity (normalized) is 0.466.